From a dataset of Forward reaction prediction with 1.9M reactions from USPTO patents (1976-2016). Predict the product of the given reaction. (1) Given the reactants [CH3:1][O:2][C:3]1[CH:8]=[CH:7][C:6]([C:9]2[CH2:10][C@@H:11]([CH2:25][OH:26])[N:12]([S:15]([C:18]3[CH:23]=[CH:22][C:21]([CH3:24])=[CH:20][CH:19]=3)(=[O:17])=[O:16])[CH2:13][CH:14]=2)=[CH:5][CH:4]=1.B.[O:28]1CCCC1, predict the reaction product. The product is: [OH:26][CH2:25][C@H:11]1[N:12]([S:15]([C:18]2[CH:19]=[CH:20][C:21]([CH3:24])=[CH:22][CH:23]=2)(=[O:17])=[O:16])[CH2:13][C@H:14]([OH:28])[C@@H:9]([C:6]2[CH:5]=[CH:4][C:3]([O:2][CH3:1])=[CH:8][CH:7]=2)[CH2:10]1. (2) Given the reactants [Br:1][C:2]1[CH:3]=[C:4]2[C:8](=[C:9]([CH3:11])[CH:10]=1)[NH:7][CH:6]=[C:5]2[CH3:12].C([BH3-])#N.[Na+], predict the reaction product. The product is: [Br:1][C:2]1[CH:3]=[C:4]2[C:8](=[C:9]([CH3:11])[CH:10]=1)[NH:7][CH2:6][CH:5]2[CH3:12].